Dataset: Peptide-MHC class I binding affinity with 185,985 pairs from IEDB/IMGT. Task: Regression. Given a peptide amino acid sequence and an MHC pseudo amino acid sequence, predict their binding affinity value. This is MHC class I binding data. The peptide sequence is NPANKEESI. The MHC is HLA-A02:01 with pseudo-sequence HLA-A02:01. The binding affinity (normalized) is 0.0847.